This data is from Reaction yield outcomes from USPTO patents with 853,638 reactions. The task is: Predict the reaction yield, written as a fraction of the theoretical maximum amount of product (1.0 means a 100% yield; for example, 0.34 means a 34% yield). The reactants are [Cl-].O[NH3+:3].[C:4](=[O:7])([O-])[OH:5].[Na+].CS(C)=O.[O:13]1[C:17]2[CH:18]=[CH:19][C:20]([C:22]3[C:27](=[O:28])[N:26]([CH2:29][C:30]4[CH:35]=[CH:34][C:33]([C:36]5[C:37]([C:42]#[N:43])=[CH:38][CH:39]=[CH:40][CH:41]=5)=[CH:32][CH:31]=4)[C:25]([CH2:44][CH2:45][CH3:46])=[N:24][C:23]=3[CH2:47][CH3:48])=[CH:21][C:16]=2[CH2:15][CH2:14]1. The catalyst is O. The product is [O:13]1[C:17]2[CH:18]=[CH:19][C:20]([C:22]3[C:27](=[O:28])[N:26]([CH2:29][C:30]4[CH:35]=[CH:34][C:33]([C:36]5[CH:41]=[CH:40][CH:39]=[CH:38][C:37]=5[C:42]5[NH:3][C:4](=[O:7])[O:5][N:43]=5)=[CH:32][CH:31]=4)[C:25]([CH2:44][CH2:45][CH3:46])=[N:24][C:23]=3[CH2:47][CH3:48])=[CH:21][C:16]=2[CH2:15][CH2:14]1. The yield is 0.650.